From a dataset of Forward reaction prediction with 1.9M reactions from USPTO patents (1976-2016). Predict the product of the given reaction. (1) Given the reactants C([O:5][C:6]([CH:8]([NH:35]C(=O)OC(C)(C)C)[CH2:9][O:10][P:11]([OH:34])(=[O:33])[O:12][CH2:13][CH2:14][CH2:15][CH2:16][CH2:17][CH2:18][NH:19][C:20](=[O:32])[CH2:21][CH2:22][CH:23]([P:28](=[O:31])([OH:30])[OH:29])[P:24]([OH:27])([OH:26])=[O:25])=[O:7])(C)(C)C, predict the reaction product. The product is: [NH2:35][CH:8]([C:6]([OH:7])=[O:5])[CH2:9][O:10][P:11](=[O:33])([OH:34])[O:12][CH2:13][CH2:14][CH2:15][CH2:16][CH2:17][CH2:18][NH:19][C:20](=[O:32])[CH2:21][CH2:22][CH:23]([P:24]([OH:26])([OH:27])=[O:25])[P:28](=[O:29])([OH:30])[OH:31]. (2) Given the reactants N[C@@H]1C2C(=CC=CC=2)C[C@@H]1O.[F:12][C:13]1[CH:18]=[CH:17][C:16]([C:19]2[C:28]([C:29](=[O:41])[C:30]3[CH:35]=[CH:34][C:33]([O:36][C:37]([F:40])([F:39])[F:38])=[CH:32][CH:31]=3)=[C:27]([CH:42]([CH3:44])[CH3:43])[CH:26]=[C:25]3[C:20]=2[C:21](=[O:47])[CH2:22][C:23]([CH3:46])([CH3:45])[O:24]3)=[CH:15][CH:14]=1.CO, predict the reaction product. The product is: [F:12][C:13]1[CH:14]=[CH:15][C:16]([C:19]2[C:28]([C:29]([C:30]3[CH:35]=[CH:34][C:33]([O:36][C:37]([F:38])([F:39])[F:40])=[CH:32][CH:31]=3)=[O:41])=[C:27]([CH:42]([CH3:43])[CH3:44])[CH:26]=[C:25]3[C:20]=2[C@@H:21]([OH:47])[CH2:22][C:23]([CH3:45])([CH3:46])[O:24]3)=[CH:17][CH:18]=1.